Dataset: Catalyst prediction with 721,799 reactions and 888 catalyst types from USPTO. Task: Predict which catalyst facilitates the given reaction. (1) Reactant: [CH3:1][C@H:2]([NH:11][C:12](=[O:23])[CH2:13][C:14](=[O:22])[CH2:15][CH2:16][CH2:17][CH2:18][CH2:19][CH2:20][CH3:21])[CH2:3][C:4]1([CH3:10])OCCC[O:5]1. Product: [CH3:1][C@H:2]([NH:11][C:12](=[O:23])[CH2:13][C:14](=[O:22])[CH2:15][CH2:16][CH2:17][CH2:18][CH2:19][CH2:20][CH3:21])[CH2:3][C:4](=[O:5])[CH3:10]. The catalyst class is: 15. (2) Reactant: CN(C)[CH:3]=[O:4].C1([C@@H](N)C)C=CC=CC=1.[CH2:15]([O:22][C@@H:23]([CH3:27])[C:24](O)=[O:25])[C:16]1[CH:21]=[CH:20][CH:19]=[CH:18][CH:17]=1.S(Cl)(Cl)=O. Product: [CH2:15]([O:22][C@@H:23]([CH3:27])[C:24]([O:4][CH3:3])=[O:25])[C:16]1[CH:21]=[CH:20][CH:19]=[CH:18][CH:17]=1. The catalyst class is: 5. (3) Reactant: Cl[C:2]1[N:7]=[C:6]([N:8]([CH3:13])[CH:9]([CH3:12])[CH2:10][OH:11])[CH:5]=[C:4]([Cl:14])[N:3]=1.[Li+].[OH-:16].OO. Product: [Cl:14][C:4]1[CH:5]=[C:6]([N:8]([CH:9]([CH3:12])[CH2:10][OH:11])[CH3:13])[NH:7][C:2](=[O:16])[N:3]=1. The catalyst class is: 6. (4) Reactant: [CH3:1][C@H:2]([NH:9][C:10]([C:12]1[C:20]2[C:15](=[N:16][CH:17]=[C:18]([CH:21]3[CH2:23][CH2:22]3)[N:19]=2)[N:14]([CH2:24][O:25][CH2:26][CH2:27][Si:28]([CH3:31])([CH3:30])[CH3:29])[CH:13]=1)=[O:11])[C:3]([CH3:8])([CH3:7])[CH2:4]SC.O[O:33][S:34]([O-:36])=O.[K+].O.[C:39](OCC)(=O)C. Product: [CH3:39][S:34]([CH2:7][C:3]([CH3:8])([CH3:4])[C@@H:2]([NH:9][C:10]([C:12]1[C:20]2[C:15](=[N:16][CH:17]=[C:18]([CH:21]3[CH2:22][CH2:23]3)[N:19]=2)[N:14]([CH2:24][O:25][CH2:26][CH2:27][Si:28]([CH3:30])([CH3:31])[CH3:29])[CH:13]=1)=[O:11])[CH3:1])(=[O:36])=[O:33]. The catalyst class is: 1. (5) Reactant: [CH:1]([N:14]1[CH2:17][C:16](=[CH:18]OC)[CH2:15]1)([C:8]1[CH:13]=[CH:12][CH:11]=[CH:10][CH:9]=1)[C:2]1[CH:7]=[CH:6][CH:5]=[CH:4][CH:3]=1.[C:21](=O)(O)[O-:22].[Na+]. Product: [CH:1]([N:14]1[CH2:17][CH:16]([CH2:18][CH:21]=[O:22])[CH2:15]1)([C:2]1[CH:3]=[CH:4][CH:5]=[CH:6][CH:7]=1)[C:8]1[CH:13]=[CH:12][CH:11]=[CH:10][CH:9]=1. The catalyst class is: 632. (6) Reactant: [F:1][CH:2]([F:23])[O:3][C:4]1[CH:9]=[C:8]([N+:10]([O-])=O)[CH:7]=[CH:6][C:5]=1[N:13]1[CH2:18][CH2:17][N:16]([CH:19]2[CH2:22][O:21][CH2:20]2)[CH2:15][CH2:14]1. Product: [F:23][CH:2]([F:1])[O:3][C:4]1[CH:9]=[C:8]([CH:7]=[CH:6][C:5]=1[N:13]1[CH2:18][CH2:17][N:16]([CH:19]2[CH2:22][O:21][CH2:20]2)[CH2:15][CH2:14]1)[NH2:10]. The catalyst class is: 696.